From a dataset of Full USPTO retrosynthesis dataset with 1.9M reactions from patents (1976-2016). Predict the reactants needed to synthesize the given product. (1) Given the product [CH2:34]([NH:37][C:3](=[O:5])[CH:2]([OH:1])[CH:6]([NH:14][C:15](=[O:33])[C:16]1[CH:21]=[CH:20][CH:19]=[N:18][C:17]=1[N:22]1[CH:26]=[CH:25][C:24]([C:27]2[CH:32]=[CH:31][CH:30]=[CH:29][CH:28]=2)=[N:23]1)[CH2:7][C:8]1[CH:13]=[CH:12][CH:11]=[CH:10][CH:9]=1)[CH:35]=[CH2:36], predict the reactants needed to synthesize it. The reactants are: [OH:1][CH:2]([CH:6]([NH:14][C:15](=[O:33])[C:16]1[CH:21]=[CH:20][CH:19]=[N:18][C:17]=1[N:22]1[CH:26]=[CH:25][C:24]([C:27]2[CH:32]=[CH:31][CH:30]=[CH:29][CH:28]=2)=[N:23]1)[CH2:7][C:8]1[CH:13]=[CH:12][CH:11]=[CH:10][CH:9]=1)[C:3]([OH:5])=O.[CH2:34]([NH2:37])[CH:35]=[CH2:36]. (2) The reactants are: [CH3:1][C:2]([CH3:20])=[CH:3][CH2:4][C:5]([C:14]1[CH:19]=[CH:18][CH:17]=[CH:16][CH:15]=1)([C:8]1[CH:13]=[CH:12][CH:11]=[CH:10][CH:9]=1)[CH2:6][NH2:7].C(N(CC)CC)C.[CH3:28][C:29]([O:32][C:33](O[C:33]([O:32][C:29]([CH3:31])([CH3:30])[CH3:28])=[O:34])=[O:34])([CH3:31])[CH3:30].[Cl-].[NH4+]. Given the product [CH3:1][C:2]([CH3:20])=[CH:3][CH2:4][C:5]([C:14]1[CH:19]=[CH:18][CH:17]=[CH:16][CH:15]=1)([C:8]1[CH:9]=[CH:10][CH:11]=[CH:12][CH:13]=1)[CH2:6][NH:7][C:33](=[O:34])[O:32][C:29]([CH3:31])([CH3:30])[CH3:28], predict the reactants needed to synthesize it. (3) Given the product [CH3:6][NH:8][CH2:9][C:10]1[O:44][C:23]2[CH:24]=[C:25]([C:28]3[N:33]4[N:34]=[C:35]([NH:37][C:38]5[CH:43]=[CH:42][CH:41]=[CH:40][CH:39]=5)[N:36]=[C:32]4[CH:31]=[CH:30][CH:29]=3)[CH:26]=[CH:27][C:22]=2[N:21]=1, predict the reactants needed to synthesize it. The reactants are: C(O[C:6]([N:8](C)[CH2:9][C:10](O)=O)=O)(C)(C)C.C(N(CC)CC)C.[NH2:21][C:22]1[CH:27]=[CH:26][C:25]([C:28]2[N:33]3[N:34]=[C:35]([NH:37][C:38]4[CH:43]=[CH:42][CH:41]=[CH:40][CH:39]=4)[N:36]=[C:32]3[CH:31]=[CH:30][CH:29]=2)=[CH:24][C:23]=1[OH:44]. (4) Given the product [CH3:13][O:14][CH2:15][O:1][C:2]1[CH:3]=[C:4]([CH:9]=[CH:10][CH:11]=1)[C:5]([O:7][CH3:8])=[O:6], predict the reactants needed to synthesize it. The reactants are: [OH:1][C:2]1[CH:3]=[C:4]([CH:9]=[CH:10][CH:11]=1)[C:5]([O:7][CH3:8])=[O:6].Cl[CH2:13][O:14][CH3:15].CCN(C(C)C)C(C)C.